Predict which catalyst facilitates the given reaction. From a dataset of Catalyst prediction with 721,799 reactions and 888 catalyst types from USPTO. (1) Reactant: [F:1][CH:2]([F:38])[C:3]1[N:7]([C:8]2[CH:13]=[C:12]([N:14]3[CH2:19][CH2:18][O:17][CH2:16][CH2:15]3)[N:11]=[C:10]([NH:20][CH2:21][CH:22]3[CH2:27][CH2:26][N:25]([C:28]4[CH:33]=[CH:32][CH:31]=[CH:30][CH:29]=4)[CH2:24][CH2:23]3)[N:9]=2)[C:6]2[CH:34]=[CH:35][CH:36]=[CH:37][C:5]=2[N:4]=1.C(Cl)(Cl)[Cl:40].CO.[ClH:45]. Product: [ClH:40].[ClH:45].[F:38][CH:2]([F:1])[C:3]1[N:7]([C:8]2[CH:13]=[C:12]([N:14]3[CH2:19][CH2:18][O:17][CH2:16][CH2:15]3)[N:11]=[C:10]([NH:20][CH2:21][CH:22]3[CH2:23][CH2:24][N:25]([C:28]4[CH:33]=[CH:32][CH:31]=[CH:30][CH:29]=4)[CH2:26][CH2:27]3)[N:9]=2)[C:6]2[CH:34]=[CH:35][CH:36]=[CH:37][C:5]=2[N:4]=1. The catalyst class is: 12. (2) Reactant: Cl[C:2]1[N:7]=[CH:6][C:5]([C:8]2[NH:16][C:15]3[C:14](=[O:17])[N:13]([CH2:18][CH2:19][CH3:20])[C:12](=[O:21])[N:11]([CH2:22][CH2:23][CH3:24])[C:10]=3[CH:9]=2)=[CH:4][CH:3]=1.[CH2:25]([NH2:31])[CH:26]1[O:30][CH2:29][CH2:28][CH2:27]1. Product: [O:30]1[CH2:29][CH2:28][CH2:27][CH:26]1[CH2:25][NH:31][C:2]1[N:7]=[CH:6][C:5]([C:8]2[NH:16][C:15]3[C:14](=[O:17])[N:13]([CH2:18][CH2:19][CH3:20])[C:12](=[O:21])[N:11]([CH2:22][CH2:23][CH3:24])[C:10]=3[CH:9]=2)=[CH:4][CH:3]=1. The catalyst class is: 14. (3) Reactant: Br[C:2]1[CH:18]=[CH:17][C:5]([O:6][CH:7]([CH3:16])[CH2:8][NH:9][S:10]([CH:13]([CH3:15])[CH3:14])(=[O:12])=[O:11])=[CH:4][CH:3]=1.[CH3:19][S:20]([NH:23][C:24]1[CH:25]=[C:26](B(O)O)[CH:27]=[CH:28][CH:29]=1)(=[O:22])=[O:21].C(=O)([O-])[O-].[Na+].[Na+]. The catalyst class is: 203. Product: [CH3:14][CH:13]([S:10]([NH:9][CH2:8][CH:7]([O:6][C:5]1[CH:17]=[CH:18][C:2]([C:28]2[CH:27]=[CH:26][CH:25]=[C:24]([NH:23][S:20]([CH3:19])(=[O:21])=[O:22])[CH:29]=2)=[CH:3][CH:4]=1)[CH3:16])(=[O:12])=[O:11])[CH3:15]. (4) Reactant: CC(C)=O.C(=O)=O.[CH3:8][C:9]1[N:10]([C:14]([C:27]2[CH:32]=[CH:31][CH:30]=[CH:29][CH:28]=2)([C:21]2[CH:26]=[CH:25][CH:24]=[CH:23][CH:22]=2)[C:15]2[CH:20]=[CH:19][CH:18]=[CH:17][CH:16]=2)[CH:11]=[CH:12][N:13]=1.CN(C)CCN(C)CCN(C)C.C([Li])CCC.[Cl:50][C:51]1[CH:52]=[C:53]([CH:56]=[CH:57][CH:58]=1)[CH:54]=[O:55]. Product: [Cl:50][C:51]1[CH:52]=[C:53]([CH:54]([OH:55])[CH2:8][C:9]2[N:10]([C:14]([C:15]3[CH:20]=[CH:19][CH:18]=[CH:17][CH:16]=3)([C:21]3[CH:22]=[CH:23][CH:24]=[CH:25][CH:26]=3)[C:27]3[CH:32]=[CH:31][CH:30]=[CH:29][CH:28]=3)[CH:11]=[CH:12][N:13]=2)[CH:56]=[CH:57][CH:58]=1. The catalyst class is: 54. (5) Reactant: [Cl:1][C:2]1[C:7]2[CH:8]=[N:9][NH:10][C:6]=2[CH:5]=[CH:4][N:3]=1.[I:11]I.[OH-].[K+]. Product: [Cl:1][C:2]1[C:7]2[C:8]([I:11])=[N:9][NH:10][C:6]=2[CH:5]=[CH:4][N:3]=1. The catalyst class is: 12. (6) Reactant: [CH2:1]([O:3][C:4](=[O:16])[CH2:5][CH2:6][CH2:7][N:8]1[CH2:13][CH2:12][O:11][C@H:10]([CH2:14][NH2:15])[CH2:9]1)[CH3:2].[NH2:17][C:18]1[C:26]([Cl:27])=[CH:25][C:21]([C:22]([OH:24])=[O:23])=[C:20]([O:28][CH3:29])[CH:19]=1.Cl.C(N=C=N[CH2:36][CH2:37][CH2:38][N:39]([CH3:41])C)C.[C:42](=O)(O)[O-].[Na+]. Product: [NH2:17][C:18]1[C:26]([Cl:27])=[CH:25][C:21]([C:22]([NH:15][CH2:14][C@@H:10]2[CH2:9][N:8]([CH2:7][CH2:6][CH2:5][C:4]([O:3][C@@H:1]3[CH:36]4[CH2:37][CH2:38][N:39]([CH2:41][CH2:42]4)[CH2:2]3)=[O:16])[CH2:13][CH2:12][O:11]2)=[O:24])=[C:20]([O:28][CH3:29])[CH:19]=1.[CH2:1]([O:3][C:4](=[O:16])[CH2:5][CH2:6][CH2:7][N:8]1[CH2:13][CH2:12][O:11][C@H:10]([CH2:14][NH:15][C:22](=[O:23])[C:21]2[CH:25]=[C:26]([Cl:27])[C:18]([NH2:17])=[CH:19][C:20]=2[O:28][CH3:29])[CH2:9]1)[CH3:2]. The catalyst class is: 4. (7) Reactant: [Cl:1][C:2]1[CH:10]=[C:9]([Cl:11])[C:8]([O:12][CH3:13])=[C:7]2[C:3]=1[CH2:4][CH2:5][CH:6]2[NH:14][C:15]1[CH:24]=[CH:23][C:22]2[C:17](=[CH:18][CH:19]=[C:20]([N+:25]([O-])=O)[CH:21]=2)[N:16]=1.[Cl-].[NH4+]. Product: [Cl:1][C:2]1[CH:10]=[C:9]([Cl:11])[C:8]([O:12][CH3:13])=[C:7]2[C:3]=1[CH2:4][CH2:5][CH:6]2[NH:14][C:15]1[CH:24]=[CH:23][C:22]2[C:17](=[CH:18][CH:19]=[C:20]([NH2:25])[CH:21]=2)[N:16]=1. The catalyst class is: 190. (8) Reactant: [Br:1][C:2]1[CH:10]=[N:9][CH:8]=[CH:7][C:3]=1[C:4](O)=[O:5].C(Cl)(=O)C(Cl)=O.Cl.[CH3:18][NH:19][O:20][CH3:21].C(N(CC)CC)C. Product: [Br:1][C:2]1[CH:10]=[N:9][CH:8]=[CH:7][C:3]=1[C:4]([N:19]([O:20][CH3:21])[CH3:18])=[O:5]. The catalyst class is: 96. (9) Reactant: [NH2:1][C:2]1[N:6]2[C:7](SC)=[N:8][CH:9]=[C:10]([O:11][CH3:12])[C:5]2=[N:4][N:3]=1.[C:15](OCC)(=[O:18])C=C.C[O-].[Na+].COC1C(Cl)=NC(SC)=NC=1.NN.N#CBr. Product: [NH2:1][C:2]1[N:6]=[C:5]2[N:4]([C:7]([O:18][CH3:15])=[N:8][CH:9]=[C:10]2[O:11][CH3:12])[N:3]=1. The catalyst class is: 5.